This data is from Forward reaction prediction with 1.9M reactions from USPTO patents (1976-2016). The task is: Predict the product of the given reaction. The product is: [CH3:1][O:2][C:3](=[O:34])[CH2:4][C@H:5]1[C:9]2[CH:10]=[CH:11][C:12]([O:14][C@H:15]3[C:23]4[C:18](=[C:19]([C:36]5[C:37]([CH3:49])=[CH:38][C:39]([C:43]6[CH:44]=[N:45][CH:46]=[CH:47][CH:48]=6)=[CH:40][C:41]=5[CH3:42])[CH:20]=[CH:21][C:22]=4[F:24])[CH2:17][CH2:16]3)=[CH:13][C:8]=2[O:7][CH2:6]1. Given the reactants [CH3:1][O:2][C:3](=[O:34])[CH2:4][C@H:5]1[C:9]2[CH:10]=[CH:11][C:12]([O:14][C@H:15]3[C:23]4[C:18](=[C:19](B5OC(C)(C)C(C)(C)O5)[CH:20]=[CH:21][C:22]=4[F:24])[CH2:17][CH2:16]3)=[CH:13][C:8]=2[O:7][CH2:6]1.Br[C:36]1[C:41]([CH3:42])=[CH:40][C:39]([C:43]2[CH:44]=[N:45][CH:46]=[CH:47][CH:48]=2)=[CH:38][C:37]=1[CH3:49].BrC1C=CC(F)=C2C=1CC[C@H]2OC1C=CC2[C@H](CC(OC)=O)COC=2C=1, predict the reaction product.